Dataset: NCI-60 drug combinations with 297,098 pairs across 59 cell lines. Task: Regression. Given two drug SMILES strings and cell line genomic features, predict the synergy score measuring deviation from expected non-interaction effect. (1) Drug 1: CC1C(C(CC(O1)OC2CC(CC3=C2C(=C4C(=C3O)C(=O)C5=C(C4=O)C(=CC=C5)OC)O)(C(=O)C)O)N)O.Cl. Drug 2: C1=CC=C(C(=C1)C(C2=CC=C(C=C2)Cl)C(Cl)Cl)Cl. Cell line: SNB-19. Synergy scores: CSS=32.5, Synergy_ZIP=3.68, Synergy_Bliss=5.34, Synergy_Loewe=-23.0, Synergy_HSA=5.46. (2) Drug 1: CC1=C(C(CCC1)(C)C)C=CC(=CC=CC(=CC(=O)O)C)C. Drug 2: CS(=O)(=O)OCCCCOS(=O)(=O)C. Cell line: OVCAR-5. Synergy scores: CSS=12.9, Synergy_ZIP=-5.02, Synergy_Bliss=-3.12, Synergy_Loewe=1.75, Synergy_HSA=0.430. (3) Drug 1: CCC1(CC2CC(C3=C(CCN(C2)C1)C4=CC=CC=C4N3)(C5=C(C=C6C(=C5)C78CCN9C7C(C=CC9)(C(C(C8N6C=O)(C(=O)OC)O)OC(=O)C)CC)OC)C(=O)OC)O.OS(=O)(=O)O. Drug 2: CC1CCC2CC(C(=CC=CC=CC(CC(C(=O)C(C(C(=CC(C(=O)CC(OC(=O)C3CCCCN3C(=O)C(=O)C1(O2)O)C(C)CC4CCC(C(C4)OC)OCCO)C)C)O)OC)C)C)C)OC. Cell line: SR. Synergy scores: CSS=72.6, Synergy_ZIP=-0.993, Synergy_Bliss=-0.0539, Synergy_Loewe=-11.4, Synergy_HSA=0.410. (4) Drug 1: CCCS(=O)(=O)NC1=C(C(=C(C=C1)F)C(=O)C2=CNC3=C2C=C(C=N3)C4=CC=C(C=C4)Cl)F. Drug 2: CC12CCC3C(C1CCC2=O)CC(=C)C4=CC(=O)C=CC34C. Cell line: SK-OV-3. Synergy scores: CSS=14.5, Synergy_ZIP=0.864, Synergy_Bliss=0.148, Synergy_Loewe=-12.5, Synergy_HSA=-0.345.